Dataset: Full USPTO retrosynthesis dataset with 1.9M reactions from patents (1976-2016). Task: Predict the reactants needed to synthesize the given product. (1) The reactants are: C([C:5]1[CH:10]=[CH:9][CH:8]=[C:7]([S:11]([NH:14][C:15]([CH3:18])([CH3:17])[CH3:16])(=[O:13])=[O:12])[C:6]=1B(O)O)C(C)C.Br[C:23]1[CH:34]=[CH:33][C:26]([CH2:27][N:28]2[CH:32]=[CH:31][N:30]=[CH:29]2)=[CH:25][CH:24]=1.[OH-].[Na+].[C:37]1([CH3:43])[CH:42]=CC=C[CH:38]=1. Given the product [N:28]1([CH2:27][C:26]2[CH:33]=[CH:34][C:23]([C:6]3[CH:5]=[C:10]([CH2:38][CH:37]([CH3:43])[CH3:42])[CH:9]=[CH:8][C:7]=3[S:11]([NH:14][C:15]([CH3:16])([CH3:17])[CH3:18])(=[O:12])=[O:13])=[CH:24][CH:25]=2)[CH:32]=[CH:31][N:30]=[CH:29]1, predict the reactants needed to synthesize it. (2) Given the product [Br:32][C:12]1[C:11]2[C:6](=[CH:7][CH:8]=[CH:9][CH:10]=2)[CH:5]=[C:4]([Si:13]([C:20]2[CH:21]=[CH:22][CH:23]=[CH:24][CH:25]=2)([C:14]2[CH:19]=[CH:18][CH:17]=[CH:16][CH:15]=2)[C:26]2[CH:31]=[CH:30][CH:29]=[CH:28][CH:27]=2)[C:3]=1[O:2][CH3:1], predict the reactants needed to synthesize it. The reactants are: [CH3:1][O:2][C:3]1[C:4]([Si:13]([C:26]2[CH:31]=[CH:30][CH:29]=[CH:28][CH:27]=2)([C:20]2[CH:25]=[CH:24][CH:23]=[CH:22][CH:21]=2)[C:14]2[CH:19]=[CH:18][CH:17]=[CH:16][CH:15]=2)=[CH:5][C:6]2[C:11]([CH:12]=1)=[CH:10][CH:9]=[CH:8][CH:7]=2.[Br:32]N1C(=O)CCC1=O.CN(C)C=O.CCOC(C)=O. (3) Given the product [CH:15]1([C:7]2[C:8]3[CH:14]=[CH:13][CH:12]=[CH:11][C:9]=3[S:10][C:6]=2[C:4]([OH:5])=[O:3])[CH2:16][CH2:17]1, predict the reactants needed to synthesize it. The reactants are: C([O:3][C:4]([C:6]1[S:10][C:9]2[CH:11]=[CH:12][CH:13]=[CH:14][C:8]=2[C:7]=1[CH:15]1[CH2:17][CH2:16]1)=[O:5])C.[OH-].[Na+]. (4) Given the product [CH2:43]([Sn:38]([CH2:34][CH2:35][CH2:36][CH3:37])([CH2:39][CH2:40][CH2:41][CH3:42])[C:2]1[N:3]=[CH:4][N:5]([C:7]2[N:12]=[C:11]([C:13]([F:16])([F:15])[F:14])[CH:10]=[C:9]([C:17]3[CH:22]=[CH:21][C:20]([C:23]([F:26])([F:25])[F:24])=[CH:19][CH:18]=3)[N:8]=2)[CH:6]=1)[CH2:44][CH2:45][CH3:46], predict the reactants needed to synthesize it. The reactants are: I[C:2]1[N:3]=[CH:4][N:5]([C:7]2[N:12]=[C:11]([C:13]([F:16])([F:15])[F:14])[CH:10]=[C:9]([C:17]3[CH:22]=[CH:21][C:20]([C:23]([F:26])([F:25])[F:24])=[CH:19][CH:18]=3)[N:8]=2)[CH:6]=1.[Cl-].[Li+].C([Mg]Cl)(C)C.[CH2:34]([Sn:38](Cl)([CH2:43][CH2:44][CH2:45][CH3:46])[CH2:39][CH2:40][CH2:41][CH3:42])[CH2:35][CH2:36][CH3:37].[Cl-].[NH4+]. (5) Given the product [CH3:41][N:42]([CH3:43])[CH2:4][CH2:5][CH2:6][O:7][C:8]1[CH:9]=[C:10]2[C:15](=[CH:16][C:17]=1[O:18][CH3:19])[C:14](=[O:20])[N:13]([CH2:21][CH2:22][CH2:23][N:24]1[CH2:29][CH2:28][O:27][CH2:26][CH2:25]1)[C:12]1[C:30]3[CH:31]=[C:32]4[O:40][CH2:39][O:38][C:33]4=[CH:34][C:35]=3[C:36](=[O:37])[C:11]2=1, predict the reactants needed to synthesize it. The reactants are: [I-].[Na+].Br[CH2:4][CH2:5][CH2:6][O:7][C:8]1[CH:9]=[C:10]2[C:15](=[CH:16][C:17]=1[O:18][CH3:19])[C:14](=[O:20])[N:13]([CH2:21][CH2:22][CH2:23][N:24]1[CH2:29][CH2:28][O:27][CH2:26][CH2:25]1)[C:12]1[C:30]3[CH:31]=[C:32]4[O:40][CH2:39][O:38][C:33]4=[CH:34][C:35]=3[C:36](=[O:37])[C:11]2=1.[CH3:41][NH:42][CH3:43]. (6) Given the product [CH3:29][N:30]([CH3:37])[CH:31]1[CH2:36][CH2:35][N:34]([C:26]([C@H:24]2[CH2:23][CH2:22][C:21]3[C:14]4[C:13]([NH:12][C:4]5[CH:5]=[C:6]6[CH:11]=[N:10][NH:9][C:7]6=[N:8][C:3]=5[O:2][CH3:1])=[N:18][CH:17]=[N:16][C:15]=4[S:19][C:20]=3[CH2:25]2)=[O:27])[CH2:33][CH2:32]1, predict the reactants needed to synthesize it. The reactants are: [CH3:1][O:2][C:3]1[N:8]=[C:7]2[NH:9][N:10]=[CH:11][C:6]2=[CH:5][C:4]=1[NH:12][C:13]1[C:14]2[C:21]3[CH2:22][CH2:23][C@H:24]([C:26](O)=[O:27])[CH2:25][C:20]=3[S:19][C:15]=2[N:16]=[CH:17][N:18]=1.[CH3:29][N:30]([CH3:37])[CH:31]1[CH2:36][CH2:35][NH:34][CH2:33][CH2:32]1. (7) Given the product [CH:3]([N:6]1[CH2:7][C:8]([CH3:11])([CH3:9])[NH:10][C:18]([CH2:16][CH3:17])([CH3:12])[C:20]1=[O:1])([CH3:5])[CH3:4], predict the reactants needed to synthesize it. The reactants are: [OH-:1].[Na+].[CH:3]([NH:6][CH2:7][C:8]([CH3:11])([NH2:10])[CH3:9])([CH3:5])[CH3:4].[CH:12](Cl)(Cl)Cl.[CH2:16]([C:18]([CH3:20])=O)[CH3:17]. (8) Given the product [Cl:29][C:30]1[CH:31]=[C:32]([CH:35]=[C:36]([Cl:38])[CH:37]=1)[CH2:33][N:14]1[C:15](=[O:16])[C:11]2[C:10]([O:17][CH2:18][C:19]3[CH:24]=[CH:23][C:22]([O:25][CH3:26])=[CH:21][CH:20]=3)=[C:9]3[C:4]([CH:5]=[CH:6][CH:7]=[N:8]3)=[C:3]([O:2][CH3:1])[C:12]=2[CH2:13]1, predict the reactants needed to synthesize it. The reactants are: [CH3:1][O:2][C:3]1[C:12]2[CH2:13][NH:14][C:15](=[O:16])[C:11]=2[C:10]([O:17][CH2:18][C:19]2[CH:24]=[CH:23][C:22]([O:25][CH3:26])=[CH:21][CH:20]=2)=[C:9]2[C:4]=1[CH:5]=[CH:6][CH:7]=[N:8]2.[H-].[Na+].[Cl:29][C:30]1[CH:31]=[C:32]([CH:35]=[C:36]([Cl:38])[CH:37]=1)[CH2:33]Cl.[I-].[Na+]. (9) Given the product [NH2:7][C@@H:8]1[CH2:9][N:10]([C:14]2[CH:15]=[CH:16][C:17]3[O:22][CH2:21][C:20](=[O:23])[NH:19][C:18]=3[CH:27]=2)[C:11](=[O:13])[CH2:12]1, predict the reactants needed to synthesize it. The reactants are: C(OC(=O)[NH:7][C@H:8]1[CH2:12][C:11](=[O:13])[N:10]([C:14]2[CH:15]=[CH:16][C:17]3[O:22][CH2:21][C:20](=[O:23])[N:19](COC)[C:18]=3[CH:27]=2)[CH2:9]1)(C)(C)C.Cl.C(=O)([O-])O.[Na+]. (10) Given the product [NH2:1][C:2]1[C:11]([CH2:16][CH2:15][CH3:24])=[CH:10][C:5]([C:6]([O:8][CH3:9])=[O:7])=[C:4]([Cl:12])[C:3]=1[I:13], predict the reactants needed to synthesize it. The reactants are: [NH2:1][C:2]1[CH:11]=[CH:10][C:5]([C:6]([O:8][CH3:9])=[O:7])=[C:4]([Cl:12])[C:3]=1[I:13].N[C:15]1[C:24](I)=CC(C(OC)=O)=C(Cl)[CH:16]=1.NC1C(CCC)=CC(C(OC)=O)=C(Cl)C=1.